Task: Predict which catalyst facilitates the given reaction.. Dataset: Catalyst prediction with 721,799 reactions and 888 catalyst types from USPTO (1) Reactant: [I:1][C:2]1[CH:7]=[CH:6][CH:5]=[CH:4][C:3]=1[OH:8].S(C1C=CC(C)=CC=1)(O[CH2:13][CH2:14][C:15]([OH:18])([CH3:17])[CH3:16])(=O)=O.C([O-])([O-])=O.[Cs+].[Cs+]. Product: [I:1][C:2]1[CH:7]=[CH:6][CH:5]=[CH:4][C:3]=1[O:8][CH2:13][CH2:14][C:15]([CH3:17])([OH:18])[CH3:16]. The catalyst class is: 31. (2) Product: [CH2:1]([O:8][C:9]1[C:18](=[O:19])[N:17]2[C:12]([C:13]([CH3:21])([CH3:20])[O:14][CH2:15][CH2:16]2)=[N:11][C:10]=1[C:22]1[S:45][C:26]([CH2:27][C:28]2[CH:33]=[CH:32][C:31]([F:34])=[CH:30][CH:29]=2)=[CH:25][N:24]=1)[C:2]1[CH:7]=[CH:6][CH:5]=[CH:4][CH:3]=1. The catalyst class is: 11. Reactant: [CH2:1]([O:8][C:9]1[C:18](=[O:19])[N:17]2[C:12]([C:13]([CH3:21])([CH3:20])[O:14][CH2:15][CH2:16]2)=[N:11][C:10]=1[C:22]([NH:24][CH2:25][C:26](=O)[CH2:27][C:28]1[CH:33]=[CH:32][C:31]([F:34])=[CH:30][CH:29]=1)=O)[C:2]1[CH:7]=[CH:6][CH:5]=[CH:4][CH:3]=1.COC1C=CC(P2(SP(C3C=CC(OC)=CC=3)(=S)S2)=[S:45])=CC=1. (3) Reactant: ClC(Cl)(OC(=O)[O:6][C:7]([Cl:10])(Cl)Cl)Cl.[CH3:13][O:14][C:15]1[CH:20]=[CH:19][C:18]([C:21]2[N:22]=[C:23]([CH:34]3[CH2:39][CH2:38][NH:37][CH2:36][CH2:35]3)[O:24][C:25]=2[C:26]2[CH:31]=[CH:30][C:29]([O:32][CH3:33])=[CH:28][CH:27]=2)=[CH:17][CH:16]=1.N1C=CC=CC=1. Product: [CH3:13][O:14][C:15]1[CH:20]=[CH:19][C:18]([C:21]2[N:22]=[C:23]([CH:34]3[CH2:39][CH2:38][N:37]([C:7]([Cl:10])=[O:6])[CH2:36][CH2:35]3)[O:24][C:25]=2[C:26]2[CH:31]=[CH:30][C:29]([O:32][CH3:33])=[CH:28][CH:27]=2)=[CH:17][CH:16]=1. The catalyst class is: 4.